From a dataset of Reaction yield outcomes from USPTO patents with 853,638 reactions. Predict the reaction yield, written as a fraction of the theoretical maximum amount of product (1.0 means a 100% yield; for example, 0.34 means a 34% yield). (1) The reactants are Cl[C:2]1[C:11]2[C:6](=[CH:7][CH:8]=[C:9]([F:12])[CH:10]=2)[N:5]([CH3:13])[C:4](=[O:14])[C:3]=1[C:15]#[N:16].[NH:17]1[CH2:22][CH2:21][NH:20][CH2:19][CH2:18]1. The catalyst is ClCCl. The product is [F:12][C:9]1[CH:10]=[C:11]2[C:6](=[CH:7][CH:8]=1)[N:5]([CH3:13])[C:4](=[O:14])[C:3]([C:15]#[N:16])=[C:2]2[N:17]1[CH2:22][CH2:21][NH:20][CH2:19][CH2:18]1. The yield is 0.860. (2) The reactants are [CH:1]1([N:4]2[C:13]3[C:8](=[CH:9][C:10]([F:15])=[C:11]([F:14])[CH:12]=3)[C:7](=[O:16])[C:6]([C:17]([O:19][CH2:20][CH3:21])=[O:18])=[C:5]2S(C)(=O)=O)[CH2:3][CH2:2]1.[NH:26]1[CH2:31][CH2:30][O:29][CH2:28][CH2:27]1.C(N(CC)C(C)C)(C)C.CCOCC.[Mg+2].[Br-].[Br-]. The catalyst is O1CCCC1.C(OCC)(=O)C. The product is [CH:1]1([N:4]2[C:13]3[C:8](=[CH:9][C:10]([F:15])=[C:11]([F:14])[CH:12]=3)[C:7](=[O:16])[C:6]([C:17]([O:19][CH2:20][CH3:21])=[O:18])=[C:5]2[N:26]2[CH2:31][CH2:30][O:29][CH2:28][CH2:27]2)[CH2:3][CH2:2]1. The yield is 0.620. (3) The reactants are [CH3:1][C:2]1[CH:7]=[C:6]([CH2:8][O:9][CH3:10])[CH:5]=[C:4]([CH3:11])[C:3]=1[N+:12]([O-])=O.[OH-].[Na+]. The catalyst is CCO.O.[Zn]. The product is [CH3:1][C:2]1[CH:7]=[C:6]([CH2:8][O:9][CH3:10])[CH:5]=[C:4]([CH3:11])[C:3]=1[NH2:12]. The yield is 1.06. (4) The reactants are C(OC(=O)[NH:7][CH:8]([C:10](=[O:28])[NH:11][C:12]1[CH:17]=[CH:16][C:15]([Br:18])=[CH:14][C:13]=1[C:19](=O)[C:20]1[CH:25]=[CH:24][CH:23]=[CH:22][C:21]=1[F:26])[CH3:9])(C)(C)C.Cl. The catalyst is C(Cl)(Cl)Cl. The product is [Br:18][C:15]1[CH:16]=[CH:17][C:12]2[NH:11][C:10](=[O:28])[CH:8]([CH3:9])[N:7]=[C:19]([C:20]3[CH:25]=[CH:24][CH:23]=[CH:22][C:21]=3[F:26])[C:13]=2[CH:14]=1. The yield is 0.820. (5) The reactants are [NH2:1][C:2]1[C:7]([N+:8]([O-:10])=[O:9])=[CH:6][CH:5]=[CH:4][C:3]=1[OH:11].[F:12][C:13]([F:24])([F:23])[C:14](O[C:14](=O)[C:13]([F:24])([F:23])[F:12])=O. The catalyst is C(Cl)Cl. The product is [N+:8]([C:7]1[C:2]2[N:1]=[C:14]([C:13]([F:24])([F:23])[F:12])[O:11][C:3]=2[CH:4]=[CH:5][CH:6]=1)([O-:10])=[O:9]. The yield is 0.720. (6) The reactants are [Cl:1][C:2]1[N:3]=[CH:4][N:5]([CH2:8][C:9]([OH:11])=O)[C:6]=1[Cl:7].[NH2:12][C:13]1[CH:14]=[C:15]([C:19]([C:21]2[C:29]3[CH:28]=[N:27][CH:26]=[N:25][C:24]=3[N:23]([CH:30]([CH3:32])[CH3:31])[CH:22]=2)=[O:20])[CH:16]=[N:17][CH:18]=1.CN(C(ON1N=NC2C=CC=NC1=2)=[N+](C)C)C.F[P-](F)(F)(F)(F)F.CCN(C(C)C)C(C)C. The catalyst is CN(C=O)C. The product is [Cl:1][C:2]1[N:3]=[CH:4][N:5]([CH2:8][C:9]([NH:12][C:13]2[CH:18]=[N:17][CH:16]=[C:15]([C:19]([C:21]3[C:29]4[CH:28]=[N:27][CH:26]=[N:25][C:24]=4[N:23]([CH:30]([CH3:32])[CH3:31])[CH:22]=3)=[O:20])[CH:14]=2)=[O:11])[C:6]=1[Cl:7]. The yield is 0.460. (7) The reactants are [Cl:1][C:2]1[CH:23]=[C:22]([Cl:24])[CH:21]=[CH:20][C:3]=1[CH2:4][C:5]1[S:9][C:8]([CH:10]([CH3:12])[CH3:11])=[N:7][C:6]=1/[CH:13]=[CH:14]/[C:15]([O:17][CH2:18][CH3:19])=[O:16].C(O)C. The catalyst is C(OCC)(=O)C.CCCCCC.[C].[Pd]. The product is [Cl:1][C:2]1[CH:23]=[C:22]([Cl:24])[CH:21]=[CH:20][C:3]=1[CH2:4][C:5]1[S:9][C:8]([CH:10]([CH3:11])[CH3:12])=[N:7][C:6]=1[CH2:13][CH2:14][C:15]([O:17][CH2:18][CH3:19])=[O:16]. The yield is 0.490. (8) The reactants are [H-].[Na+].[Br:3][C:4]1[S:5][C:6]2[CH2:7][C:8]3[C:14]([C:15]4[CH:20]=[CH:19][C:18]([O:21][CH3:22])=[CH:17][CH:16]=4)=[N:13][NH:12][C:9]=3[C:10]=2[CH:11]=1.[CH3:23][Si:24]([CH2:27][CH2:28][O:29][CH2:30]Cl)([CH3:26])[CH3:25]. The catalyst is C1COCC1. The product is [Br:3][C:4]1[S:5][C:6]2[CH2:7][C:8]3[C:14]([C:15]4[CH:20]=[CH:19][C:18]([O:21][CH3:22])=[CH:17][CH:16]=4)=[N:13][N:12]([CH2:30][O:29][CH2:28][CH2:27][Si:24]([CH3:26])([CH3:25])[CH3:23])[C:9]=3[C:10]=2[CH:11]=1. The yield is 0.750. (9) The reactants are [Cl:1][C:2]1[CH:7]=[CH:6][C:5]([S:8]([NH2:11])(=[O:10])=[O:9])=[CH:4][CH:3]=1.C[Al](C)C.[Cl:16][C:17]1[CH:22]=[CH:21][C:20]([N:23]2[CH2:27][CH:26]([C:28]#[N:29])[N:25]=[C:24]2[C:30]2[CH:35]=[CH:34][C:33]([Cl:36])=[CH:32][C:31]=2[Cl:37])=[CH:19][CH:18]=1.CO.O. The catalyst is C1C=CC=CC=1.C1(C)C=CC=CC=1. The product is [Cl:16][C:17]1[CH:18]=[CH:19][C:20]([N:23]2[CH2:27][CH:26]([C:28]([NH:11][S:8]([C:5]3[CH:4]=[CH:3][C:2]([Cl:1])=[CH:7][CH:6]=3)(=[O:9])=[O:10])=[NH:29])[N:25]=[C:24]2[C:30]2[CH:35]=[CH:34][C:33]([Cl:36])=[CH:32][C:31]=2[Cl:37])=[CH:21][CH:22]=1. The yield is 0.510. (10) The product is [CH3:13][CH:14]([CH3:18])[CH2:15][CH2:16][CH2:2][CH2:3][CH2:4][CH2:5][CH2:6][CH2:7][CH2:8][CH2:9][CH2:10][CH2:11][OH:12]. The reactants are Br[CH2:2][CH2:3][CH2:4][CH2:5][CH2:6][CH2:7][CH2:8][CH2:9][CH2:10][CH2:11][OH:12].[CH3:13][CH:14]([CH3:18])[CH2:15][CH2:16]Br. No catalyst specified. The yield is 0.620.